This data is from Reaction yield outcomes from USPTO patents with 853,638 reactions. The task is: Predict the reaction yield, written as a fraction of the theoretical maximum amount of product (1.0 means a 100% yield; for example, 0.34 means a 34% yield). (1) The reactants are Cl.[CH3:2][S:3]([C:6]1[CH:11]=[CH:10][C:9]([N:12]2[C:16]3=[N:17][CH:18]=[N:19][C:20]([O:21][CH:22]4[CH2:27][CH2:26][NH:25][CH2:24][CH2:23]4)=[C:15]3[CH:14]=[N:13]2)=[CH:8][CH:7]=1)(=[O:5])=[O:4].CCN(CC)CC.[CH2:35]([C:37]([CH2:39]Br)=[O:38])[CH3:36].C(O)(C(F)(F)F)=O. The product is [CH3:2][S:3]([C:6]1[CH:11]=[CH:10][C:9]([N:12]2[C:16]3=[N:17][CH:18]=[N:19][C:20]([O:21][CH:22]4[CH2:27][CH2:26][N:25]([CH2:39][C:37](=[O:38])[CH2:35][CH3:36])[CH2:24][CH2:23]4)=[C:15]3[CH:14]=[N:13]2)=[CH:8][CH:7]=1)(=[O:4])=[O:5]. The yield is 0.190. The catalyst is O1CCOCC1.CC#N.O. (2) The reactants are [F:1][C:2]1[CH:3]=[CH:4][C:5]([N+:10]([O-:12])=[O:11])=[C:6]([CH:9]=1)[CH:7]=[O:8].[CH2:13]([OH:17])[CH2:14][CH2:15][CH3:16]. The catalyst is C1(C)C=CC=CC=1.C(OCC)(=O)C.C1(C)C=CC(S(O)(=O)=O)=CC=1. The product is [CH2:3]([O:8][CH:7]([O:17][CH2:13][CH2:14][CH2:15][CH3:16])[C:6]1[CH:9]=[C:2]([F:1])[CH:3]=[CH:4][C:5]=1[N+:10]([O-:12])=[O:11])[CH2:2][CH2:9][CH3:6]. The yield is 0.960.